Dataset: Forward reaction prediction with 1.9M reactions from USPTO patents (1976-2016). Task: Predict the product of the given reaction. (1) Given the reactants C(N(CC)C(C)C)(C)C.[CH3:10][NH:11][CH2:12][CH:13]([OH:20])[C:14]1[CH:19]=[CH:18][CH:17]=[CH:16][CH:15]=1.[Cl:21][C:22]1[CH:44]=[CH:43][C:25]([CH2:26][NH:27][C:28]([C:30]2[C:31](=[O:42])[C:32]3[CH:39]=[C:38]([CH2:40]Cl)[O:37][C:33]=3[N:34]([CH3:36])[CH:35]=2)=[O:29])=[CH:24][CH:23]=1.O, predict the reaction product. The product is: [Cl:21][C:22]1[CH:44]=[CH:43][C:25]([CH2:26][NH:27][C:28]([C:30]2[C:31](=[O:42])[C:32]3[CH:39]=[C:38]([CH2:40][N:11]([CH2:12][CH:13]([OH:20])[C:14]4[CH:19]=[CH:18][CH:17]=[CH:16][CH:15]=4)[CH3:10])[O:37][C:33]=3[N:34]([CH3:36])[CH:35]=2)=[O:29])=[CH:24][CH:23]=1. (2) The product is: [CH3:1][C:2]1[N:7]=[C:6]([C:8]([N:46]2[C@H:47]([CH2:51][NH:52][C:53]3[CH:58]=[CH:57][C:56]([C:59]([F:60])([F:61])[F:62])=[CH:55][N:54]=3)[CH2:48][C@@H:49]3[C@@H:44]([CH2:50]3)[CH2:45]2)=[O:10])[C:5]([O:11][CH3:12])=[CH:4][CH:3]=1. Given the reactants [CH3:1][C:2]1[N:7]=[C:6]([C:8]([OH:10])=O)[C:5]([O:11][CH3:12])=[CH:4][CH:3]=1.CCN(C(C)C)C(C)C.CN(C(ON1N=NC2C=CC=CC1=2)=[N+](C)C)C.[B-](F)(F)(F)F.[C@@H:44]12[CH2:50][C@@H:49]1[CH2:48][C@@H:47]([CH2:51][NH:52][C:53]1[CH:58]=[CH:57][C:56]([C:59]([F:62])([F:61])[F:60])=[CH:55][N:54]=1)[NH:46][CH2:45]2, predict the reaction product. (3) Given the reactants B(F)(F)F.CCOCC.[Br:10][C:11]1[CH:16]=[CH:15][C:14]([OH:17])=[CH:13][CH:12]=1.[CH:18]1[CH2:23][CH2:22][CH2:21][CH2:20][CH:19]=1, predict the reaction product. The product is: [Br:10][C:11]1[CH:16]=[CH:15][C:14]([O:17][CH:18]2[CH2:23][CH2:22][CH2:21][CH2:20][CH2:19]2)=[CH:13][CH:12]=1. (4) Given the reactants [Br:1][C:2]1[S:6][C:5]([C:7]([O:9][CH3:10])=[O:8])=[C:4]([NH:11]C(=O)C(F)(F)F)[CH:3]=1.CO.O, predict the reaction product. The product is: [Br:1][C:2]1[S:6][C:5]([C:7]([O:9][CH3:10])=[O:8])=[C:4]([NH2:11])[CH:3]=1. (5) Given the reactants [CH2:1]([O:5][C:6]1[N:14]=[C:13]2[C:9]([N:10]=[C:11]([O:20][CH3:21])[N:12]2[CH2:15][CH2:16][CH2:17][CH2:18]Cl)=[C:8]([NH2:22])[N:7]=1)[CH2:2][CH2:3][CH3:4].[NH:23]1[CH2:26][CH2:25][CH2:24]1.C(N(CC)C(C)C)(C)C, predict the reaction product. The product is: [N:23]1([CH2:18][CH2:17][CH2:16][CH2:15][N:12]2[C:11]([O:20][CH3:21])=[N:10][C:9]3[C:13]2=[N:14][C:6]([O:5][CH2:1][CH2:2][CH2:3][CH3:4])=[N:7][C:8]=3[NH2:22])[CH2:26][CH2:25][CH2:24]1. (6) Given the reactants CS(O)(=O)=O.[F:6][C:7]1[C:8]([NH2:27])=[N:9][CH:10]=[CH:11][C:12]=1[CH2:13][C:14]1[C:15](=[O:26])[O:16][C:17]2[CH:24]=[C:23]([OH:25])[CH:22]=[CH:21][C:18]=2[C:19]=1[CH3:20].Br[C:29]1[N:34]=[CH:33][CH:32]=[CH:31][N:30]=1.C(=O)([O-])[O-].[K+].[K+].O, predict the reaction product. The product is: [CH3:20][C:19]1[C:18]2[CH:21]=[CH:22][C:23]([O:25][C:29]3[N:34]=[CH:33][CH:32]=[CH:31][N:30]=3)=[CH:24][C:17]=2[O:16][C:15](=[O:26])[C:14]=1[CH2:13][C:12]1[CH:11]=[CH:10][N:9]=[C:8]([NH2:27])[C:7]=1[F:6].